This data is from Full USPTO retrosynthesis dataset with 1.9M reactions from patents (1976-2016). The task is: Predict the reactants needed to synthesize the given product. Given the product [CH:1]([N:4]1[C:8]([C:9]2[N:10]=[C:11]3[C:17]4[CH:18]=[CH:19][C:20]([C:22]5[CH:23]=[N:24][N:25]([C:27]([CH3:31])([CH3:32])[C:28]([NH2:38])=[O:29])[CH:26]=5)=[CH:21][C:16]=4[O:15][CH2:14][CH2:13][N:12]3[CH:33]=2)=[N:7][CH:6]=[N:5]1)([CH3:3])[CH3:2], predict the reactants needed to synthesize it. The reactants are: [CH:1]([N:4]1[C:8]([C:9]2[N:10]=[C:11]3[C:17]4[CH:18]=[CH:19][C:20]([C:22]5[CH:23]=[N:24][N:25]([C:27]([CH3:32])([CH3:31])[C:28](O)=[O:29])[CH:26]=5)=[CH:21][C:16]=4[O:15][CH2:14][CH2:13][N:12]3[CH:33]=2)=[N:7][C:6](C)=[N:5]1)([CH3:3])[CH3:2].C([N:38](CC)C(C)C)(C)C.[Cl-].[NH4+].F[P-](F)(F)(F)(F)F.C[N+](C)=C(N(C)C)ON1C2N=CC=CC=2N=N1.C(=O)(O)[O-].[Na+].